Predict the reaction yield, written as a fraction of the theoretical maximum amount of product (1.0 means a 100% yield; for example, 0.34 means a 34% yield). From a dataset of Reaction yield outcomes from USPTO patents with 853,638 reactions. (1) The reactants are Cl.[N+:2]([C:5]1[CH:14]=[C:13]2[C:8]([CH2:9][CH2:10][NH:11][CH2:12]2)=[CH:7][CH:6]=1)([O-:4])=[O:3].C(N(CC)CC)C.[C:22](O[C:22]([O:24][C:25]([CH3:28])([CH3:27])[CH3:26])=[O:23])([O:24][C:25]([CH3:28])([CH3:27])[CH3:26])=[O:23]. The catalyst is ClCCl. The product is [N+:2]([C:5]1[CH:14]=[C:13]2[C:8]([CH2:9][CH2:10][N:11]([C:22]([O:24][C:25]([CH3:28])([CH3:27])[CH3:26])=[O:23])[CH2:12]2)=[CH:7][CH:6]=1)([O-:4])=[O:3]. The yield is 1.04. (2) The reactants are Cl.Cl.[NH2:3][CH2:4][C@@:5]1([OH:13])[CH:10]2[CH2:11][CH2:12][N:7]([CH2:8][CH2:9]2)[CH2:6]1.C([O-])([O-])=O.[Cs+].[Cs+].ClC1[CH:26]=[CH:25][C:24]([C:27]2[CH:32]=[C:31]([N:33]=[C:34]=S)[N:30]=[CH:29][N:28]=2)=[CH:23][CH:22]=1.C([N:39]=C=NC(C)C)(C)C. The catalyst is CN(C)C=O. The product is [N:39]1[CH:26]=[CH:25][C:24]([C:27]2[N:28]=[CH:29][N:30]=[C:31]([NH:33][C:34]3[O:13][C@:5]4([CH2:4][N:3]=3)[CH:10]3[CH2:9][CH2:8][N:7]([CH2:12][CH2:11]3)[CH2:6]4)[CH:32]=2)=[CH:23][CH:22]=1. The yield is 0.210. (3) The reactants are [CH2:1]([NH:8][C:9]1([C:12]2[CH:17]=[CH:16][C:15]([C:18]#[CH:19])=[CH:14][CH:13]=2)[CH2:11][CH2:10]1)[C:2]1[CH:7]=[CH:6][CH:5]=[CH:4][CH:3]=1.[CH2:20]([O:22][C:23](=[O:31])[C:24]1[CH:29]=[CH:28][C:27](I)=[CH:26][CH:25]=1)[CH3:21]. The catalyst is C(N(CC)CC)C.[Cu]I.Cl[Pd](Cl)([P](C1C=CC=CC=1)(C1C=CC=CC=1)C1C=CC=CC=1)[P](C1C=CC=CC=1)(C1C=CC=CC=1)C1C=CC=CC=1. The product is [CH2:1]([NH:8][C:9]1([C:12]2[CH:13]=[CH:14][C:15]([C:18]#[C:19][C:27]3[CH:28]=[CH:29][C:24]([C:23]([O:22][CH2:20][CH3:21])=[O:31])=[CH:25][CH:26]=3)=[CH:16][CH:17]=2)[CH2:11][CH2:10]1)[C:2]1[CH:3]=[CH:4][CH:5]=[CH:6][CH:7]=1. The yield is 0.900. (4) The reactants are [CH2:1]([C:4]1[C:8]([CH2:9][CH2:10][CH2:11][OH:12])=[CH:7][N:6]([C:13]2[CH:18]=[CH:17][C:16]([C:19]([F:22])([F:21])[F:20])=[CH:15][N:14]=2)[N:5]=1)[CH2:2][CH3:3].O[C:24]1[N:28]([CH2:29][C:30]([O:32]CC)=[O:31])[N:27]=[CH:26][C:25]=1[CH3:35].C(P(CCCC)CCCC)CCC.N(C(N1CCCCC1)=O)=NC(N1CCCCC1)=O. The catalyst is O1CCCC1. The product is [CH3:35][C:25]1[CH:26]=[N:27][N:28]([CH2:29][C:30]([OH:32])=[O:31])[C:24]=1[O:12][CH2:11][CH2:10][CH2:9][C:8]1[C:4]([CH2:1][CH2:2][CH3:3])=[N:5][N:6]([C:13]2[CH:18]=[CH:17][C:16]([C:19]([F:21])([F:20])[F:22])=[CH:15][N:14]=2)[CH:7]=1. The yield is 0.750.